This data is from Forward reaction prediction with 1.9M reactions from USPTO patents (1976-2016). The task is: Predict the product of the given reaction. (1) The product is: [F:22][C:23]1[CH:24]=[C:25]([C:29]2[O:3][N:1]=[C:4]3[CH:5]=[CH:6][C:7]([C:10]4[N:14]([C:15]5[CH:20]=[CH:19][C:18]([CH3:21])=[CH:17][CH:16]=5)[N:13]=[CH:12][CH:11]=4)=[CH:8][C:9]=23)[CH:26]=[CH:27][CH:28]=1. Given the reactants [N+:1]([C:4]1[CH:9]=[CH:8][C:7]([C:10]2[N:14]([C:15]3[CH:20]=[CH:19][C:18]([CH3:21])=[CH:17][CH:16]=3)[N:13]=[CH:12][CH:11]=2)=[CH:6][CH:5]=1)([O-:3])=O.[F:22][C:23]1[CH:24]=[C:25]([CH2:29]C#N)[CH:26]=[CH:27][CH:28]=1, predict the reaction product. (2) Given the reactants [CH3:1][O:2][CH2:3][CH2:4][N:5]1[C:13]2[C:8](=[C:9]([N+:14]([O-])=O)[CH:10]=[CH:11][CH:12]=2)[CH:7]=[CH:6]1.[H][H], predict the reaction product. The product is: [CH3:1][O:2][CH2:3][CH2:4][N:5]1[C:13]2[CH:12]=[CH:11][CH:10]=[C:9]([NH2:14])[C:8]=2[CH:7]=[CH:6]1. (3) Given the reactants [NH2:1][C:2]1[CH:7]=[C:6]([Cl:8])[CH:5]=[CH:4][C:3]=1[OH:9].C([O-])(=O)C.[NH4+].[O-:15][C:16]#[N:17].[K+], predict the reaction product. The product is: [Cl:8][C:6]1[CH:5]=[CH:4][C:3]([OH:9])=[C:2]([NH:1][C:16]([NH2:17])=[O:15])[CH:7]=1. (4) Given the reactants [CH3:1][C:2]1[C:6]2[CH:7]=[C:8]3[C:13]4([C:21]5[C:16](=[CH:17][CH:18]=[CH:19][CH:20]=5)[NH:15][C:14]4=[O:22])[CH2:12][O:11][C:9]3=[CH:10][C:5]=2[O:4][N:3]=1.[H-].[Na+].Br[CH2:26][C:27]1[CH:32]=[CH:31][C:30]([C:33]2[O:37][N:36]=[CH:35][CH:34]=2)=[CH:29][CH:28]=1.O, predict the reaction product. The product is: [CH3:1][C:2]1[C:6]2[CH:7]=[C:8]3[C:13]4([C:21]5[C:16](=[CH:17][CH:18]=[CH:19][CH:20]=5)[N:15]([CH2:26][C:27]5[CH:28]=[CH:29][C:30]([C:33](=[O:37])[CH2:34][C:35]#[N:36])=[CH:31][CH:32]=5)[C:14]4=[O:22])[CH2:12][O:11][C:9]3=[CH:10][C:5]=2[O:4][N:3]=1. (5) Given the reactants [NH:1]1[CH2:6][CH2:5][CH2:4][C@@H:3]([NH:7][C:8](=[O:14])[O:9][C:10]([CH3:13])([CH3:12])[CH3:11])[CH2:2]1.C([O-])([O-])=O.[Na+].[Na+].Br[CH2:22][CH2:23][OH:24], predict the reaction product. The product is: [OH:24][CH2:23][CH2:22][N:1]1[CH2:6][CH2:5][CH2:4][C@@H:3]([NH:7][C:8](=[O:14])[O:9][C:10]([CH3:11])([CH3:13])[CH3:12])[CH2:2]1. (6) Given the reactants [Cl:1][C:2]1[CH:7]=[C:6]([Cl:8])[CH:5]=[CH:4][C:3]=1[C:9]1[C:17]2[O:16][CH:15]([CH2:18]OS(C3C=CC(C)=CC=3)(=O)=O)[O:14][C:13]=2[CH:12]=[C:11]([F:30])[CH:10]=1.[N-:31]=[N+:32]=[N-:33].[Na+], predict the reaction product. The product is: [N:31]([CH2:18][CH:15]1[O:14][C:13]2[CH:12]=[C:11]([F:30])[CH:10]=[C:9]([C:3]3[CH:4]=[CH:5][C:6]([Cl:8])=[CH:7][C:2]=3[Cl:1])[C:17]=2[O:16]1)=[N+:32]=[N-:33]. (7) The product is: [CH3:40][C:41]1([CH:47]([C:2]2[C:10]3[C:5](=[N:6][CH:7]=[C:8]([C:11]4[CH:16]=[C:15]([O:17][CH3:18])[C:14]([O:19][CH3:20])=[C:13]([O:21][CH3:22])[CH:12]=4)[N:9]=3)[NH:4][CH:3]=2)[OH:48])[CH2:46][CH2:45][CH2:44][CH2:43][CH2:42]1. Given the reactants I[C:2]1[C:10]2[C:5](=[N:6][CH:7]=[C:8]([C:11]3[CH:16]=[C:15]([O:17][CH3:18])[C:14]([O:19][CH3:20])=[C:13]([O:21][CH3:22])[CH:12]=3)[N:9]=2)[N:4]([Si](C(C)C)(C(C)C)C(C)C)[CH:3]=1.C([Mg]Cl)(C)C.[Li+].[Cl-].[CH3:40][C:41]1([CH:47]=[O:48])[CH2:46][CH2:45][CH2:44][CH2:43][CH2:42]1, predict the reaction product. (8) Given the reactants [Cl:1][C:2]1[C:3]([F:47])=[C:4]([C@:8]([C@@H:16]2[CH2:21][CH2:20][CH2:19][N:18]([C:22]([NH:24][C@H:25]3[C@H:30]([CH:31]4[CH2:36][CH2:35][CH2:34][CH2:33][CH2:32]4)[CH2:29][CH2:28][N:27](C(OCC4C=CC=CC=4)=O)[CH2:26]3)=[O:23])[CH2:17]2)([OH:15])[CH2:9][CH2:10][CH2:11][CH2:12][O:13][CH3:14])[CH:5]=[CH:6][CH:7]=1, predict the reaction product. The product is: [Cl:1][C:2]1[C:3]([F:47])=[C:4]([C@:8]([C@@H:16]2[CH2:21][CH2:20][CH2:19][N:18]([C:22]([NH:24][CH:25]3[CH:30]([CH:31]4[CH2:32][CH2:33][CH2:34][CH2:35][CH2:36]4)[CH2:29][CH2:28][NH:27][CH2:26]3)=[O:23])[CH2:17]2)([OH:15])[CH2:9][CH2:10][CH2:11][CH2:12][O:13][CH3:14])[CH:5]=[CH:6][CH:7]=1. (9) Given the reactants Br[C:2]1[C:10]2[N:9]3[CH2:11][CH2:12][CH2:13][NH:14][C:15](=[O:16])[C:8]3=[CH:7][C:6]=2[CH:5]=[C:4]([C:17]#[N:18])[CH:3]=1.[Cl:19][C:20]1[CH:25]=[C:24](B(O)O)[CH:23]=[CH:22][N:21]=1, predict the reaction product. The product is: [Cl:19][C:20]1[CH:25]=[C:24]([C:2]2[C:10]3[N:9]4[CH2:11][CH2:12][CH2:13][NH:14][C:15](=[O:16])[C:8]4=[CH:7][C:6]=3[CH:5]=[C:4]([C:17]#[N:18])[CH:3]=2)[CH:23]=[CH:22][N:21]=1.